The task is: Predict which catalyst facilitates the given reaction.. This data is from Catalyst prediction with 721,799 reactions and 888 catalyst types from USPTO. (1) Reactant: [Br:1][C:2]1[CH:3]=[C:4]2[C:8](=[CH:9][CH:10]=1)[N:7]([CH2:11][C:12]1[CH:17]=[CH:16][CH:15]=[CH:14][N:13]=1)[C:6](=[O:18])[CH:5]2[C:19]1[C:28]([OH:29])=[CH:27][C:22]2[O:23][CH2:24][CH2:25][O:26][C:21]=2[CH:20]=1.[C:30](=O)([O-])[O-].[Cs+].[Cs+].ClCI.O. Product: [Br:1][C:2]1[CH:3]=[C:4]2[C:8](=[CH:9][CH:10]=1)[N:7]([CH2:11][C:12]1[CH:17]=[CH:16][CH:15]=[CH:14][N:13]=1)[C:6](=[O:18])[C:5]12[C:19]2[C:28](=[CH:27][C:22]3[O:23][CH2:24][CH2:25][O:26][C:21]=3[CH:20]=2)[O:29][CH2:30]1. The catalyst class is: 9. (2) Reactant: [CH2:1]([O:3][C:4]([C:6]1[CH2:10][CH2:9][CH2:8][C:7]=1[NH:11][CH2:12][CH3:13])=[O:5])[CH3:2].C(O[BH-](OC(=O)C)OC(=O)C)(=O)C.[Na+]. Product: [CH2:1]([O:3][C:4]([CH:6]1[CH2:10][CH2:9][CH2:8][CH:7]1[NH:11][CH2:12][CH3:13])=[O:5])[CH3:2]. The catalyst class is: 15. (3) Reactant: C([N:8]([CH2:13][CH2:14][C:15]1[CH:20]=[CH:19][C:18]([O:21][CH3:22])=[C:17]([O:23][CH3:24])[CH:16]=1)[CH2:9][C:10]([NH2:12])=[O:11])C1C=CC=CC=1. Product: [CH3:24][O:23][C:17]1[CH:16]=[C:15]([CH2:14][CH2:13][NH:8][CH2:9][C:10]([NH2:12])=[O:11])[CH:20]=[CH:19][C:18]=1[O:21][CH3:22]. The catalyst class is: 50. (4) Reactant: [I:1]I.[N+:3]([C:6]1[CH:7]=[C:8]2[C:12](=[CH:13][CH:14]=1)[NH:11][CH:10]=[CH:9]2)([O-:5])=[O:4].[OH-].[K+].N.S(S([O-])=O)([O-])(=O)=O.[Na+].[Na+]. Product: [I:1][C:9]1[C:8]2[C:12](=[CH:13][CH:14]=[C:6]([N+:3]([O-:5])=[O:4])[CH:7]=2)[NH:11][CH:10]=1. The catalyst class is: 18. (5) Reactant: [CH3:1][O:2][C:3]1[CH:8]=[CH:7][C:6]([CH:9]([CH3:11])[CH3:10])=[CH:5][C:4]=1[CH2:12][N:13]1[CH2:18][CH2:17][N:16](C([O-])=O)[CH2:15][CH2:14]1. Product: [CH3:1][O:2][C:3]1[CH:8]=[CH:7][C:6]([CH:9]([CH3:11])[CH3:10])=[CH:5][C:4]=1[CH2:12][N:13]1[CH2:18][CH2:17][NH:16][CH2:15][CH2:14]1. The catalyst class is: 631. (6) Reactant: [CH2:1]([O:3][C:4]([CH:6]1[CH2:11][CH2:10][CH2:9][N:8]([CH2:12][CH:13]2[O:18][C:17]3[CH:19]=[CH:20][CH:21]=[CH:22][C:16]=3[O:15][CH2:14]2)[CH2:7]1)=[O:5])[CH3:2].[Li+].[CH3:24]C([N-]C(C)C)C.CI. Product: [CH2:1]([O:3][C:4]([C:6]1([CH3:24])[CH2:11][CH2:10][CH2:9][N:8]([CH2:12][CH:13]2[O:18][C:17]3[CH:19]=[CH:20][CH:21]=[CH:22][C:16]=3[O:15][CH2:14]2)[CH2:7]1)=[O:5])[CH3:2]. The catalyst class is: 1.